Dataset: hERG Central: cardiac toxicity at 1µM, 10µM, and general inhibition. Task: Predict hERG channel inhibition at various concentrations. (1) The compound is c1ccc(SCCOCCN2CCc3ccccc3C2)cc1. Results: hERG_inhib (hERG inhibition (general)): blocker. (2) The drug is CCOC(=O)c1c(NC(=O)CN2CCN(C)CC2)sc(C(=O)Nc2ccccc2)c1C. Results: hERG_inhib (hERG inhibition (general)): blocker.